Task: Predict the reactants needed to synthesize the given product.. Dataset: Full USPTO retrosynthesis dataset with 1.9M reactions from patents (1976-2016) (1) The reactants are: [CH3:1][O:2][C:3]([C:5]1[C@H:6]([C:18]2[CH:23]=[CH:22][C:21]([F:24])=[CH:20][C:19]=2[Cl:25])[N:7]=[C:8]([C:13]2[S:14][CH:15]=[CH:16][N:17]=2)[NH:9][C:10]=1[CH2:11]Br)=[O:4].[F:26][C:27]1([F:35])[CH2:33][CH:32]2[NH:34][CH:28]1[CH2:29][O:30][CH2:31]2. Given the product [Cl:25][C:19]1[CH:20]=[C:21]([F:24])[CH:22]=[CH:23][C:18]=1[C@H:6]1[C:5]([C:3]([O:2][CH3:1])=[O:4])=[C:10]([CH2:11][N:34]2[CH:28]3[C:27]([F:35])([F:26])[CH2:33][CH:32]2[CH2:31][O:30][CH2:29]3)[NH:9][C:8]([C:13]2[S:14][CH:15]=[CH:16][N:17]=2)=[N:7]1, predict the reactants needed to synthesize it. (2) Given the product [Br:1][C:2]1[CH:3]=[C:4]([NH:5][S:10](=[O:12])(=[O:11])[OH:13])[CH:6]=[CH:7][CH:8]=1, predict the reactants needed to synthesize it. The reactants are: [Br:1][C:2]1[CH:3]=[C:4]([CH:6]=[CH:7][CH:8]=1)[NH2:5].Cl[S:10]([OH:13])(=[O:12])=[O:11].